Dataset: Forward reaction prediction with 1.9M reactions from USPTO patents (1976-2016). Task: Predict the product of the given reaction. (1) Given the reactants [CH3:1][O:2][C:3]1[CH:8]=[CH:7][CH:6]=[CH:5][C:4]=1[CH2:9][CH2:10][O:11][C:12]1[CH:20]=[CH:19][CH:18]=[C:17]2[C:13]=1[CH:14]=[C:15]([C:21]([OH:23])=O)[NH:16]2.[NH2:24][CH:25]1[CH2:30][CH2:29][C:28]([CH2:32][CH2:33][N:34]2[CH2:39][CH2:38][C@H:37]([OH:40])[C@@H:36]([CH3:41])[CH2:35]2)([OH:31])[CH2:27][CH2:26]1, predict the reaction product. The product is: [OH:31][C:28]1([CH2:32][CH2:33][N:34]2[CH2:39][CH2:38][C@H:37]([OH:40])[C@@H:36]([CH3:41])[CH2:35]2)[CH2:29][CH2:30][CH:25]([NH:24][C:21]([C:15]2[NH:16][C:17]3[C:13]([CH:14]=2)=[C:12]([O:11][CH2:10][CH2:9][C:4]2[CH:5]=[CH:6][CH:7]=[CH:8][C:3]=2[O:2][CH3:1])[CH:20]=[CH:19][CH:18]=3)=[O:23])[CH2:26][CH2:27]1. (2) Given the reactants BrC1C=CC([C:8]2[CH:20]=[CH:19][C:11]3[O:12][C:13]4[CH:18]=[CH:17][CH:16]=[CH:15][C:14]=4[C:10]=3[CH:9]=2)=CC=1.[Br:21][C:22]1[CH:34]=[CH:33][C:32]2[C:31]3[C:26](=[CH:27][C:28](I)=[CH:29][CH:30]=3)[C:25]([CH3:37])([CH3:36])[C:24]=2[CH:23]=1, predict the reaction product. The product is: [Br:21][C:22]1[CH:23]=[C:24]2[C:32]([C:31]3[CH:30]=[CH:29][C:28]([C:8]4[CH:20]=[CH:19][C:11]5[O:12][C:13]6[CH:18]=[CH:17][CH:16]=[CH:15][C:14]=6[C:10]=5[CH:9]=4)=[CH:27][C:26]=3[C:25]2([CH3:37])[CH3:36])=[CH:33][CH:34]=1. (3) Given the reactants [C:1]([C:3]1[C:4]([NH:30][CH2:31][CH2:32][O:33][CH3:34])=[CH:5][C:6]([NH:9][C:10]([N:12]2[C:21]3[C:16](=[CH:17][C:18]([CH2:27][NH:28][CH3:29])=[C:19]([CH:22]([O:25][CH3:26])[O:23][CH3:24])[N:20]=3)[CH2:15][CH2:14][CH2:13]2)=[O:11])=[N:7][CH:8]=1)#[N:2].CCN(CC)CC.[CH3:42][O:43][CH2:44][C:45](Cl)=[O:46], predict the reaction product. The product is: [C:1]([C:3]1[C:4]([NH:30][CH2:31][CH2:32][O:33][CH3:34])=[CH:5][C:6]([NH:9][C:10]([N:12]2[C:21]3[C:16](=[CH:17][C:18]([CH2:27][N:28]([CH3:29])[C:45](=[O:46])[CH2:44][O:43][CH3:42])=[C:19]([CH:22]([O:25][CH3:26])[O:23][CH3:24])[N:20]=3)[CH2:15][CH2:14][CH2:13]2)=[O:11])=[N:7][CH:8]=1)#[N:2].